From a dataset of Forward reaction prediction with 1.9M reactions from USPTO patents (1976-2016). Predict the product of the given reaction. The product is: [O:88]=[C:83]1[CH:84]=[CH:85][C:86](=[O:87])[N:82]1[CH2:81][CH2:80][C:79]([NH:78][CH2:77][CH2:76][O:75][CH2:74][CH2:73][O:72][CH2:71][CH2:70][O:69][CH2:68][CH2:67][O:66][CH2:65][CH2:64][O:63][CH2:62][CH2:61][O:60][CH2:59][CH2:58][O:57][CH2:56][CH2:55][O:54][CH2:53][CH2:52][C:51]([NH:8][CH2:9][C:10]1[CH:11]=[C:12]([F:42])[C:13]([C:14]([NH:16][C@@H:17]([CH2:21][C:22]2[CH:23]=[CH:24][C:25]([C:28]3[C:29](=[O:38])[N:30]([CH3:37])[C:31](=[O:36])[N:32]([CH3:35])[C:33]=3[CH3:34])=[CH:26][CH:27]=2)[C:18]([OH:20])=[O:19])=[O:15])=[C:39]([F:41])[CH:40]=1)=[O:50])=[O:89]. Given the reactants OC(C(F)(F)F)=O.[NH2:8][CH2:9][C:10]1[CH:40]=[C:39]([F:41])[C:13]([C:14]([NH:16][C@@H:17]([CH2:21][C:22]2[CH:27]=[CH:26][C:25]([C:28]3[C:29](=[O:38])[N:30]([CH3:37])[C:31](=[O:36])[N:32]([CH3:35])[C:33]=3[CH3:34])=[CH:24][CH:23]=2)[C:18]([OH:20])=[O:19])=[O:15])=[C:12]([F:42])[CH:11]=1.O=C1CCC(=O)N1[O:50][C:51](=O)[CH2:52][CH2:53][O:54][CH2:55][CH2:56][O:57][CH2:58][CH2:59][O:60][CH2:61][CH2:62][O:63][CH2:64][CH2:65][O:66][CH2:67][CH2:68][O:69][CH2:70][CH2:71][O:72][CH2:73][CH2:74][O:75][CH2:76][CH2:77][NH:78][C:79](=[O:89])[CH2:80][CH2:81][N:82]1[C:86](=[O:87])[CH:85]=[CH:84][C:83]1=[O:88].CCN(C(C)C)C(C)C, predict the reaction product.